The task is: Predict the reaction yield, written as a fraction of the theoretical maximum amount of product (1.0 means a 100% yield; for example, 0.34 means a 34% yield).. This data is from Reaction yield outcomes from USPTO patents with 853,638 reactions. (1) The reactants are [Cl:1][C:2]1[CH:7]=[CH:6][C:5]([C:8]([C:10]2[N:11]([CH3:15])[CH:12]=[CH:13][CH:14]=2)=[O:9])=[CH:4][CH:3]=1.[C:16](Cl)(=[O:23])[C:17]1[CH:22]=[CH:21][N:20]=[CH:19][CH:18]=1.[Cl-].[Al+3].[Cl-].[Cl-]. The catalyst is ClCCCl. The product is [Cl:1][C:2]1[CH:7]=[CH:6][C:5]([C:8]([C:10]2[N:11]([CH3:15])[CH:12]=[C:13]([C:16]([C:17]3[CH:22]=[CH:21][N:20]=[CH:19][CH:18]=3)=[O:23])[CH:14]=2)=[O:9])=[CH:4][CH:3]=1. The yield is 0.270. (2) The reactants are [OH:1][C:2]1([C:30]([F:33])([F:32])[F:31])[C:14]2[CH:13]=[C:12]([CH3:15])[CH:11]=[C:10]([C:16]3[CH:17]=[N:18][N:19]([CH2:21][CH2:22][C:23]([O:25]C(C)(C)C)=[O:24])[CH:20]=3)[C:9]=2[C:8]2[C:3]1=[CH:4][CH:5]=[CH:6][CH:7]=2.FC(F)(F)C(O)=O. The catalyst is O1CCOCC1. The product is [OH:1][C:2]1([C:30]([F:32])([F:33])[F:31])[C:14]2[CH:13]=[C:12]([CH3:15])[CH:11]=[C:10]([C:16]3[CH:17]=[N:18][N:19]([CH2:21][CH2:22][C:23]([OH:25])=[O:24])[CH:20]=3)[C:9]=2[C:8]2[C:3]1=[CH:4][CH:5]=[CH:6][CH:7]=2. The yield is 0.960. (3) The reactants are C[O:2][C:3]([C@@:5]12[CH2:23][C@H:22]1[CH:21]=[CH:20][CH2:19][CH2:18][CH2:17][CH2:16][N:15]([CH3:24])[C:14](=[O:25])[N:13]1[C@@H:8]([CH2:9][C@@H:10]([O:26][C:27]3[CH:32]=[C:31]([C:33]4[S:34][CH:35]=[C:36]([CH3:38])[N:37]=4)[N:30]=[C:29]([C:39]4[S:40][CH:41]=[C:42]([C:44]([F:47])([F:46])[F:45])[N:43]=4)[N:28]=3)[CH2:11][CH2:12]1)[C:7](=[O:48])[NH:6]2)=[O:4].C(C1N=C(C2C=C(O[C@H]3C[C@@H]4N(C(=O)N(C)CCCCC=C[C@H]5[C@](C(O)=O)(NC4=O)C5)CC3)C3C(=C(C)C(OC)=CC=3)N=2)SC=1)#C. No catalyst specified. The product is [CH3:38][C:36]1[N:37]=[C:33]([C:31]2[N:30]=[C:29]([C:39]3[S:40][CH:41]=[C:42]([C:44]([F:45])([F:46])[F:47])[N:43]=3)[N:28]=[C:27]([O:26][C@@H:10]3[CH2:9][C@@H:8]4[N:13]([C:14](=[O:25])[N:15]([CH3:24])[CH2:16][CH2:17][CH2:18][CH2:19][CH:20]=[CH:21][C@H:22]5[C@:5]([C:3]([OH:4])=[O:2])([NH:6][C:7]4=[O:48])[CH2:23]5)[CH2:12][CH2:11]3)[CH:32]=2)[S:34][CH:35]=1. The yield is 0.820. (4) The reactants are CC1C=CC(S(O[CH2:12][C:13]([F:16])([F:15])[F:14])(=O)=O)=CC=1.[Cl:17][C:18]1[CH:23]=[CH:22][C:21]([CH2:24][OH:25])=[CH:20][C:19]=1[OH:26].C([O-])([O-])=O.[K+].[K+]. The catalyst is CN(C=O)C. The product is [Cl:17][C:18]1[CH:23]=[CH:22][C:21]([CH2:24][OH:25])=[CH:20][C:19]=1[O:26][CH2:12][C:13]([F:16])([F:15])[F:14]. The yield is 0.750.